From a dataset of Cav3 T-type calcium channel HTS with 100,875 compounds. Binary Classification. Given a drug SMILES string, predict its activity (active/inactive) in a high-throughput screening assay against a specified biological target. (1) The compound is s1c(nc2c1cccc2)c1nc(sc1)NC(=O)CN1C(=O)CCC1=O. The result is 0 (inactive). (2) The molecule is S1C(NC2CC2)=NN=C(C1)c1ccccc1. The result is 0 (inactive). (3) The compound is OC(=O)C(NC(=O)c1ccc(N(Cc2nc3c(nc2)nc(nc3N)N)C)cc1)CCC(O)=O. The result is 0 (inactive). (4) The molecule is s1c2c(CCN(C2)C)c2c1NC(NC2=O)c1ncccc1. The result is 0 (inactive). (5) The molecule is Clc1c(N2CCN(CC2)C(=O)c2ccc(OCCC)cc2)ccc(N)c1. The result is 0 (inactive). (6) The compound is O=c1n2[nH]c(cc2nc(c1)CC(OC)=O)C. The result is 0 (inactive).